Dataset: Catalyst prediction with 721,799 reactions and 888 catalyst types from USPTO. Task: Predict which catalyst facilitates the given reaction. (1) Product: [NH:12]1[CH:13]=[C:9]([C:22]2[CH:52]=[CH:51][C:25]3[N:26]([C:29]4[S:33][C:32]([C:34]([O:36][CH3:37])=[O:35])=[C:31]([O:38][C@@H:39]([C:41]5[CH:46]=[CH:45][CH:44]=[CH:43][C:42]=5[C:47]([F:50])([F:49])[F:48])[CH3:40])[CH:30]=4)[CH:27]=[N:28][C:24]=3[CH:23]=2)[CH:10]=[N:11]1. Reactant: CC1(C)C(C)(C)OB([C:9]2[CH:10]=[N:11][NH:12][CH:13]=2)O1.C(=O)([O-])[O-].[Na+].[Na+].Br[C:22]1[CH:52]=[CH:51][C:25]2[N:26]([C:29]3[S:33][C:32]([C:34]([O:36][CH3:37])=[O:35])=[C:31]([O:38][C@@H:39]([C:41]4[CH:46]=[CH:45][CH:44]=[CH:43][C:42]=4[C:47]([F:50])([F:49])[F:48])[CH3:40])[CH:30]=3)[CH:27]=[N:28][C:24]=2[CH:23]=1. The catalyst class is: 44. (2) The catalyst class is: 21. Reactant: C(=O)([O-])[O-].[K+].[K+].[CH2:7](Br)[CH3:8].[Cl:10][C:11]1[CH:12]=[C:13]2[C:17](=[CH:18][CH:19]=1)[NH:16][N:15]=[C:14]2[C:20]#[N:21]. Product: [Cl:10][C:11]1[CH:19]=[CH:18][CH:17]2[CH:13]([C:14]([C:20]#[N:21])=[N:15][N:16]2[CH2:7][CH3:8])[CH:12]=1. (3) Reactant: [Cl:1][C:2]1[N:7]=[CH:6][N:5]=[C:4]([C:8](OC)=[O:9])[CH:3]=1.O1CCCC1.[BH4-].[Na+]. Product: [Cl:1][C:2]1[N:7]=[CH:6][N:5]=[C:4]([CH2:8][OH:9])[CH:3]=1. The catalyst class is: 8. (4) Reactant: [Cl:1][C:2]1[CH:3]=[C:4]2[N:22](COCC[Si](C)(C)C)[C:21]([O:31][C@H:32]3[CH2:41][O:40][C@H:39]4[C@@H:34]([O:35]C(C5C=CC=CC=5)[O:37][CH2:38]4)[CH2:33]3)=[N:20][C:5]2=[N:6][C:7]=1[C:8]1[CH:13]=[CH:12][C:11]([C:14]#[C:15][Si](C)(C)C)=[CH:10][CH:9]=1.C(O)=O.S([O-])(O)(=O)=O.[K+].[OH-].[Na+]. Product: [Cl:1][C:2]1[CH:3]=[C:4]2[NH:22][C:21]([O:31][C@H:32]3[CH2:41][O:40][C@H:39]([CH2:38][OH:37])[C@@H:34]([OH:35])[CH2:33]3)=[N:20][C:5]2=[N:6][C:7]=1[C:8]1[CH:13]=[CH:12][C:11]([C:14]#[CH:15])=[CH:10][CH:9]=1. The catalyst class is: 25. (5) The catalyst class is: 16. Product: [Br:1][C:2]1[CH:3]=[C:4]2[NH:10][C:9](=[O:11])[C:8]3([CH:15]([C:16]4[CH:21]=[CH:20][CH:19]=[C:18]([Cl:22])[C:17]=4[F:23])[CH:14]([C:24]([NH:26][C:27]4[CH:32]=[CH:31][C:30]([C:33](=[O:42])[NH2:34])=[CH:29][C:28]=4[O:35][CH3:36])=[O:25])[NH:13][CH:12]3[CH2:37][C:38]([CH3:41])([CH3:40])[CH3:39])[C:5]2=[N:6][CH:7]=1. Reactant: [Br:1][C:2]1[CH:3]=[C:4]2[NH:10][C:9](=[O:11])[C:8]3([CH:15]([C:16]4[CH:21]=[CH:20][CH:19]=[C:18]([Cl:22])[C:17]=4[F:23])[CH:14]([C:24]([NH:26][C:27]4[CH:32]=[CH:31][C:30]([C:33]#[N:34])=[CH:29][C:28]=4[O:35][CH3:36])=[O:25])[NH:13][CH:12]3[CH2:37][C:38]([CH3:41])([CH3:40])[CH3:39])[C:5]2=[N:6][CH:7]=1.[OH:42]O.[OH-].[Na+]. (6) Reactant: FC(F)(F)C(O)=O.[CH:8]([C:11]1[S:12][CH:13]=[C:14]([C:16]([N:18]2[CH2:23][C:22]3([CH2:28][CH2:27][NH:26][CH2:25][CH2:24]3)[O:21][CH2:20][CH2:19]2)=[O:17])[N:15]=1)([CH3:10])[CH3:9].Br[CH2:30][C:31]1[CH:32]=[C:33]([CH2:37][CH2:38][OH:39])[CH:34]=[CH:35][CH:36]=1.C(N(CC)CC)C. Product: [OH:39][CH2:38][CH2:37][C:33]1[CH:32]=[C:31]([CH:36]=[CH:35][CH:34]=1)[CH2:30][N:26]1[CH2:25][CH2:24][C:22]2([O:21][CH2:20][CH2:19][N:18]([C:16]([C:14]3[N:15]=[C:11]([CH:8]([CH3:10])[CH3:9])[S:12][CH:13]=3)=[O:17])[CH2:23]2)[CH2:28][CH2:27]1. The catalyst class is: 10. (7) Reactant: [C:1]([C:4]1[CH:5]=[C:6]([CH:11]=[C:12]([Br:15])[C:13]=1[OH:14])[C:7]([O:9][CH3:10])=[O:8])(=[O:3])[CH3:2].C[Si]([N-][Si](C)(C)C)(C)C.[Na+].[C:26](=S)=[S:27]. Product: [Br:15][C:12]1[CH:11]=[C:6]([C:7]([O:9][CH3:10])=[O:8])[CH:5]=[C:4]2[C:13]=1[O:14][C:26](=[S:27])[CH:2]=[C:1]2[OH:3]. The catalyst class is: 1.